From a dataset of Full USPTO retrosynthesis dataset with 1.9M reactions from patents (1976-2016). Predict the reactants needed to synthesize the given product. (1) Given the product [CH2:1]([N:3]1[CH:7]=[C:6]([C:8]2[CH:9]=[C:10]([NH:11][C:34]([NH:46][C:45]3[CH:47]=[CH:48][C:49]([I:50])=[C:43]([F:42])[CH:44]=3)=[O:40])[CH:12]=[CH:13][CH:14]=2)[C:5]([C:15]2[CH:16]=[CH:17][N:18]=[CH:19][CH:20]=2)=[N:4]1)[CH3:2], predict the reactants needed to synthesize it. The reactants are: [CH2:1]([N:3]1[CH:7]=[C:6]([C:8]2[CH:9]=[C:10]([CH:12]=[CH:13][CH:14]=2)[NH2:11])[C:5]([C:15]2[CH:20]=[CH:19][N:18]=[CH:17][CH:16]=2)=[N:4]1)[CH3:2].CCN(C(C)C)C(C)C.ClC(Cl)(O[C:34](=[O:40])OC(Cl)(Cl)Cl)Cl.[F:42][C:43]1[CH:44]=[C:45]([CH:47]=[CH:48][C:49]=1[I:50])[NH2:46]. (2) Given the product [F:1][C:2]1[CH:3]=[CH:4][C:5]([CH3:9])=[C:6]([CH:7]=1)[O:8][C:18]1[C:27]2[C:26](=[O:28])[N:25]([CH2:29][C:30]3[CH:31]=[CH:32][C:33]([O:36][CH3:37])=[CH:34][CH:35]=3)[C:24](=[O:38])[N:23]([C:39]3[CH:44]=[CH:43][C:42]([I:45])=[CH:41][C:40]=3[F:46])[C:22]=2[N:21]([CH3:47])[C:20](=[O:48])[CH:19]=1, predict the reactants needed to synthesize it. The reactants are: [F:1][C:2]1[CH:3]=[CH:4][C:5]([CH3:9])=[C:6]([OH:8])[CH:7]=1.[H-].[Na+].FC(F)(F)S(O[C:18]1[C:27]2[C:26](=[O:28])[N:25]([CH2:29][C:30]3[CH:35]=[CH:34][C:33]([O:36][CH3:37])=[CH:32][CH:31]=3)[C:24](=[O:38])[N:23]([C:39]3[CH:44]=[CH:43][C:42]([I:45])=[CH:41][C:40]=3[F:46])[C:22]=2[N:21]([CH3:47])[C:20](=[O:48])[CH:19]=1)(=O)=O.